Dataset: Full USPTO retrosynthesis dataset with 1.9M reactions from patents (1976-2016). Task: Predict the reactants needed to synthesize the given product. Given the product [CH3:1][N:2]1[CH2:7][CH2:6][CH:5]([CH2:8][O:9][C:10]2[CH:11]=[CH:12][C:13]([NH2:16])=[CH:14][CH:15]=2)[CH2:4][CH2:3]1, predict the reactants needed to synthesize it. The reactants are: [CH3:1][N:2]1[CH2:7][CH2:6][CH:5]([CH2:8][O:9][C:10]2[CH:15]=[CH:14][C:13]([N+:16]([O-])=O)=[CH:12][CH:11]=2)[CH2:4][CH2:3]1.Cl.